Dataset: Forward reaction prediction with 1.9M reactions from USPTO patents (1976-2016). Task: Predict the product of the given reaction. (1) Given the reactants [Cl:1][C:2]1[N:3]=[C:4](Cl)[C:5]2[O:10][CH:9]=[CH:8][C:6]=2[N:7]=1.[NH:12]1[CH2:17][CH2:16][O:15][CH2:14][CH2:13]1, predict the reaction product. The product is: [Cl:1][C:2]1[N:3]=[C:4]([N:12]2[CH2:17][CH2:16][O:15][CH2:14][CH2:13]2)[C:5]2[O:10][CH:9]=[CH:8][C:6]=2[N:7]=1. (2) Given the reactants [C:1]1([S:7]([NH2:10])(=[O:9])=[O:8])[CH:6]=[CH:5][CH:4]=[CH:3][CH:2]=1.C(=O)([O-])[O-].[Cs+].[Cs+].Br[C:18]1[C:19]2[N:20]([CH:25]=[CH:26][N:27]=2)[N:21]=[C:22]([Cl:24])[CH:23]=1.O1CCOCC1, predict the reaction product. The product is: [Cl:24][C:22]1[CH:23]=[C:18]([NH:10][S:7]([C:1]2[CH:6]=[CH:5][CH:4]=[CH:3][CH:2]=2)(=[O:9])=[O:8])[C:19]2[N:20]([CH:25]=[CH:26][N:27]=2)[N:21]=1. (3) Given the reactants [N+:1]1([O-])[CH:2]=[CH:3][CH:4]=[C:5]2[C:13]3[C:8](=[CH:9][CH:10]=[CH:11][CH:12]=3)[NH:7][C:6]=12.P(Br)(Br)([Br:17])=O.O.[OH-].[K+], predict the reaction product. The product is: [Br:17][C:4]1[C:5]2[C:13]3[C:8](=[CH:9][CH:10]=[CH:11][CH:12]=3)[NH:7][C:6]=2[N:1]=[CH:2][CH:3]=1. (4) Given the reactants Cl[CH2:2][C:3]1[CH:4]=[CH:5][C:6]2[N:10]=[CH:9][N:8]([C:11]3[S:15][C:14]([C:16]([NH2:18])=[O:17])=[C:13]([O:19][C@@H:20]([C:22]4[CH:27]=[CH:26][CH:25]=[CH:24][C:23]=4[Cl:28])[CH3:21])[CH:12]=3)[C:7]=2[CH:29]=1.[CH2:30]([S:32]([N:35]1[CH2:40][CH2:39][NH:38][CH2:37][CH2:36]1)(=[O:34])=[O:33])[CH3:31], predict the reaction product. The product is: [Cl:28][C:23]1[CH:24]=[CH:25][CH:26]=[CH:27][C:22]=1[C@H:20]([O:19][C:13]1[CH:12]=[C:11]([N:8]2[C:7]3[CH:29]=[C:3]([CH2:2][N:38]4[CH2:37][CH2:36][N:35]([S:32]([CH2:30][CH3:31])(=[O:33])=[O:34])[CH2:40][CH2:39]4)[CH:4]=[CH:5][C:6]=3[N:10]=[CH:9]2)[S:15][C:14]=1[C:16]([NH2:18])=[O:17])[CH3:21]. (5) Given the reactants [Cl:1][C:2]1[CH:3]=[N:4][CH:5]=[C:6]([Cl:20])[C:7]=1[S:8][C:9]1[S:13][C:12]([C:14]([OH:16])=O)=[CH:11][C:10]=1[N+:17]([O-:19])=[O:18].[CH3:21][N:22]1[C:27]([CH3:29])([CH3:28])[CH2:26][CH:25]([NH2:30])[CH2:24][C:23]1([CH3:32])[CH3:31], predict the reaction product. The product is: [Cl:20][C:6]1[CH:5]=[N:4][CH:3]=[C:2]([Cl:1])[C:7]=1[S:8][C:9]1[S:13][C:12]([C:14]([NH:30][CH:25]2[CH2:24][C:23]([CH3:31])([CH3:32])[N:22]([CH3:21])[C:27]([CH3:29])([CH3:28])[CH2:26]2)=[O:16])=[CH:11][C:10]=1[N+:17]([O-:19])=[O:18]. (6) Given the reactants C(Cl)(=O)C(Cl)=O.[CH3:7][O:8][C:9]1[CH:17]=[CH:16][C:12]([C:13]([OH:15])=O)=[CH:11][C:10]=1[N+:18]([O-])=O.[Cl:21][C:22]1[CH:28]=[CH:27][C:25]([NH2:26])=[CH:24][CH:23]=1, predict the reaction product. The product is: [NH2:18][C:10]1[CH:11]=[C:12]([CH:16]=[CH:17][C:9]=1[O:8][CH3:7])[C:13]([NH:26][C:25]1[CH:27]=[CH:28][C:22]([Cl:21])=[CH:23][CH:24]=1)=[O:15]. (7) Given the reactants [Br:1][C:2]1[CH:31]=[CH:30][CH:29]=[CH:28][C:3]=1[O:4][CH:5]1[CH2:10][CH2:9][N:8]([C:11]2[N:16]=[N:15][C:14]([C:17]3[CH:18]=[N:19][CH:20]=[C:21]([CH:27]=3)[C:22]([O:24]CC)=[O:23])=[CH:13][CH:12]=2)[CH2:7][CH2:6]1.[OH-].[Na+], predict the reaction product. The product is: [Br:1][C:2]1[CH:31]=[CH:30][CH:29]=[CH:28][C:3]=1[O:4][CH:5]1[CH2:10][CH2:9][N:8]([C:11]2[N:16]=[N:15][C:14]([C:17]3[CH:18]=[N:19][CH:20]=[C:21]([CH:27]=3)[C:22]([OH:24])=[O:23])=[CH:13][CH:12]=2)[CH2:7][CH2:6]1.